From a dataset of NCI-60 drug combinations with 297,098 pairs across 59 cell lines. Regression. Given two drug SMILES strings and cell line genomic features, predict the synergy score measuring deviation from expected non-interaction effect. Drug 1: CN(C)N=NC1=C(NC=N1)C(=O)N. Drug 2: COCCOC1=C(C=C2C(=C1)C(=NC=N2)NC3=CC=CC(=C3)C#C)OCCOC.Cl. Cell line: COLO 205. Synergy scores: CSS=5.71, Synergy_ZIP=-0.328, Synergy_Bliss=4.11, Synergy_Loewe=3.07, Synergy_HSA=3.42.